From a dataset of NCI-60 drug combinations with 297,098 pairs across 59 cell lines. Regression. Given two drug SMILES strings and cell line genomic features, predict the synergy score measuring deviation from expected non-interaction effect. Synergy scores: CSS=0.0875, Synergy_ZIP=0.0433, Synergy_Bliss=-0.547, Synergy_Loewe=-5.56, Synergy_HSA=-0.0604. Cell line: T-47D. Drug 2: C1CN(P(=O)(OC1)NCCCl)CCCl. Drug 1: CC1CCC2CC(C(=CC=CC=CC(CC(C(=O)C(C(C(=CC(C(=O)CC(OC(=O)C3CCCCN3C(=O)C(=O)C1(O2)O)C(C)CC4CCC(C(C4)OC)O)C)C)O)OC)C)C)C)OC.